Dataset: Forward reaction prediction with 1.9M reactions from USPTO patents (1976-2016). Task: Predict the product of the given reaction. (1) The product is: [N:1]1[CH:2]=[CH:3][N:4]2[CH:9]=[CH:8][CH:7]=[C:6]([CH2:10][OH:11])[C:5]=12. Given the reactants [N:1]1[CH:2]=[CH:3][N:4]2[CH:9]=[CH:8][CH:7]=[C:6]([C:10](OC)=[O:11])[C:5]=12.[H-].[H-].[H-].[H-].[Li+].[Al+3].CCOCC, predict the reaction product. (2) Given the reactants [Cl:1][C:2]1[CH:7]=[CH:6][C:5]([S:8][CH3:9])=[CH:4][N:3]=1.[OH2:10].[OH:11]OS([O-])=O.[K+], predict the reaction product. The product is: [Cl:1][C:2]1[CH:7]=[CH:6][C:5]([S:8]([CH3:9])(=[O:11])=[O:10])=[CH:4][N:3]=1. (3) Given the reactants [OH:1][CH:2]([C:6]1[C:7]([CH3:28])=[N:8][C:9]2[N:10]([N:19]=[C:20]([C:22]3[CH:27]=[CH:26][CH:25]=[CH:24][CH:23]=3)[CH:21]=2)[C:11]=1[C:12]1[CH:17]=[CH:16][C:15]([CH3:18])=[CH:14][CH:13]=1)[C:3]([OH:5])=[O:4].[CH3:29]O, predict the reaction product. The product is: [OH:1][CH:2]([C:6]1[C:7]([CH3:28])=[N:8][C:9]2[N:10]([N:19]=[C:20]([C:22]3[CH:23]=[CH:24][CH:25]=[CH:26][CH:27]=3)[CH:21]=2)[C:11]=1[C:12]1[CH:13]=[CH:14][C:15]([CH3:18])=[CH:16][CH:17]=1)[C:3]([O:5][CH3:29])=[O:4]. (4) Given the reactants [CH3:1][O:2][C:3]([C:5]12[CH2:12][CH2:11][CH:8]([CH2:9][CH2:10]1)[C:7](=[O:13])[NH:6]2)=[O:4].[CH3:14]I, predict the reaction product. The product is: [CH3:1][O:2][C:3]([C:5]12[CH2:10][CH2:9][CH:8]([CH2:11][CH2:12]1)[C:7](=[O:13])[N:6]2[CH3:14])=[O:4]. (5) Given the reactants [CH:1]1([C:4]2[C:5]([CH:19]([CH2:28][C:29]([O-:31])=O)[CH2:20][C:21]([O:23][C:24]([CH3:27])([CH3:26])[CH3:25])=[O:22])=[N:6][O:7][C:8]=2[CH:9]2[CH2:12][CH:11]([CH2:13][CH:14]([CH2:17][CH3:18])[CH2:15][CH3:16])[CH2:10]2)[CH2:3][CH2:2]1.C1C=CC2N(O)N=NC=2C=1.O.CCN=C=NCCCN(C)C.Cl.[Cl:55][C:56]1[CH:61]=[C:60]([CH3:62])[CH:59]=[CH:58][C:57]=1[NH2:63], predict the reaction product. The product is: [Cl:55][C:56]1[CH:61]=[C:60]([CH3:62])[CH:59]=[CH:58][C:57]=1[NH:63][C:29]([CH2:28][CH:19]([C:5]1[C:4]([CH:1]2[CH2:2][CH2:3]2)=[C:8]([CH:9]2[CH2:10][CH:11]([CH2:13][CH:14]([CH2:15][CH3:16])[CH2:17][CH3:18])[CH2:12]2)[O:7][N:6]=1)[CH2:20][C:21]([O:23][C:24]([CH3:25])([CH3:27])[CH3:26])=[O:22])=[O:31]. (6) Given the reactants Br[C:2]1[S:3][C:4]([CH3:18])=[C:5]([CH2:7][N:8]2[CH:12]=[C:11]([C:13]([O:15][CH2:16][CH3:17])=[O:14])[CH:10]=[N:9]2)[N:6]=1.[F:19][C:20]1[C:25]([C:26]([F:29])([F:28])[F:27])=[CH:24][CH:23]=[CH:22][C:21]=1B(O)O.C(=O)([O-])[O-].[Na+].[Na+].O, predict the reaction product. The product is: [F:19][C:20]1[C:25]([C:26]([F:27])([F:28])[F:29])=[CH:24][CH:23]=[CH:22][C:21]=1[C:2]1[S:3][C:4]([CH3:18])=[C:5]([CH2:7][N:8]2[CH:12]=[C:11]([C:13]([O:15][CH2:16][CH3:17])=[O:14])[CH:10]=[N:9]2)[N:6]=1.